Predict which catalyst facilitates the given reaction. From a dataset of Catalyst prediction with 721,799 reactions and 888 catalyst types from USPTO. (1) Reactant: [CH:1]([O:4][C:5]([N:7]1[CH2:12][CH2:11][CH:10]([NH2:13])[CH2:9][CH2:8]1)=[O:6])([CH3:3])[CH3:2].Cl[C:15]1[N:20]=[CH:19][N:18]=[C:17]([N:21]2[C:29]3[C:24](=[CH:25][C:26]([S:30]([CH3:33])(=[O:32])=[O:31])=[CH:27][CH:28]=3)[CH2:23][CH2:22]2)[CH:16]=1.C(N(C(C)C)CC)(C)C. Product: [CH:1]([O:4][C:5]([N:7]1[CH2:8][CH2:9][CH:10]([NH:13][C:15]2[CH:16]=[C:17]([N:21]3[C:29]4[C:24](=[CH:25][C:26]([S:30]([CH3:33])(=[O:31])=[O:32])=[CH:27][CH:28]=4)[CH2:23][CH2:22]3)[N:18]=[CH:19][N:20]=2)[CH2:11][CH2:12]1)=[O:6])([CH3:3])[CH3:2]. The catalyst class is: 85. (2) Reactant: Cl[C:2]1[CH:7]=[C:6]([Cl:8])[N:5]=[N:4][C:3]=1[C:9]([O:11][CH2:12][CH3:13])=[O:10].[CH2:14]([C:17]1[N:22]=[C:21]([NH2:23])[CH:20]=[CH:19][CH:18]=1)[CH2:15][CH3:16].CC(C)=O. Product: [Cl:8][C:6]1[N:5]=[N:4][C:3]([C:9]([O:11][CH2:12][CH3:13])=[O:10])=[C:2]([NH:23][C:21]2[CH:20]=[CH:19][CH:18]=[C:17]([CH2:14][CH2:15][CH3:16])[N:22]=2)[CH:7]=1. The catalyst class is: 245. (3) Reactant: [O:1]1[CH2:6][CH2:5][CH2:4][CH2:3][CH:2]1[N:7]1[CH:11]=[CH:10][CH:9]=[N:8]1.C([Li])CCC.[CH:17]12[O:23][CH:18]1[CH2:19][CH2:20][CH2:21][CH2:22]2. Product: [O:1]1[CH2:6][CH2:5][CH2:4][CH2:3][CH:2]1[N:7]1[C:11]([C@H:17]2[CH2:22][CH2:21][CH2:20][CH2:19][C@@H:18]2[OH:23])=[CH:10][CH:9]=[N:8]1. The catalyst class is: 1.